Dataset: Full USPTO retrosynthesis dataset with 1.9M reactions from patents (1976-2016). Task: Predict the reactants needed to synthesize the given product. (1) Given the product [CH2:1]([O:3][C:4]([C:6]1[C:15](=[O:16])[C:14]2[C:9](=[CH:10][C:11]([Cl:18])=[C:12]([F:17])[CH:13]=2)[N:8]([CH2:23][CH2:22][CH2:21][CH2:20][I:19])[CH:7]=1)=[O:5])[CH3:2], predict the reactants needed to synthesize it. The reactants are: [CH2:1]([O:3][C:4]([C:6]1[C:15](=[O:16])[C:14]2[C:9](=[CH:10][C:11]([Cl:18])=[C:12]([F:17])[CH:13]=2)[NH:8][CH:7]=1)=[O:5])[CH3:2].[I:19][CH2:20][CH2:21][CH2:22][CH2:23]I.C(=O)([O-])[O-].[K+].[K+]. (2) Given the product [NH2:1][C:4]1[CH:5]=[N:6][CH:7]=[CH:8][C:9]=1[CH:10]1[CH2:15][CH2:14][CH2:13][CH:12]([N:16]2[C:17](=[O:26])[C:18]3[C:23](=[CH:22][CH:21]=[CH:20][CH:19]=3)[C:24]2=[O:25])[CH2:11]1, predict the reactants needed to synthesize it. The reactants are: [N+:1]([C:4]1[CH:5]=[N:6][CH:7]=[CH:8][C:9]=1[C:10]1[CH2:15][CH2:14][CH2:13][CH:12]([N:16]2[C:24](=[O:25])[C:23]3[C:18](=[CH:19][CH:20]=[CH:21][CH:22]=3)[C:17]2=[O:26])[CH:11]=1)([O-])=O. (3) The reactants are: C([O:8][C:9]1[C:10]([N+:25]([O-])=O)=[C:11]([CH:22]=[CH:23][CH:24]=1)[C:12]([NH:14][C:15]1[CH:20]=[CH:19][C:18]([Cl:21])=[CH:17][N:16]=1)=[O:13])C1C=CC=CC=1.CC1C(C)=C(C)C(C)=C(C)C=1. Given the product [NH2:25][C:10]1[C:9]([OH:8])=[CH:24][CH:23]=[CH:22][C:11]=1[C:12]([NH:14][C:15]1[CH:20]=[CH:19][C:18]([Cl:21])=[CH:17][N:16]=1)=[O:13], predict the reactants needed to synthesize it.